Dataset: Forward reaction prediction with 1.9M reactions from USPTO patents (1976-2016). Task: Predict the product of the given reaction. (1) Given the reactants [NH:1]1[CH2:5][CH2:4][CH:3]([OH:6])[CH2:2]1.[Cl:7][C:8]1[CH:13]=[CH:12][C:11]([C:14]2([C:17](O)=[O:18])[CH2:16][CH2:15]2)=[CH:10][CH:9]=1.F[P-](F)(F)(F)(F)F.N1(O[P+](N(C)C)(N(C)C)N(C)C)C2C=CC=CC=2N=N1.CN1CCOCC1.CN(C)C=O, predict the reaction product. The product is: [Cl:7][C:8]1[CH:9]=[CH:10][C:11]([C:14]2([C:17]([N:1]3[CH2:5][CH2:4][CH:3]([OH:6])[CH2:2]3)=[O:18])[CH2:15][CH2:16]2)=[CH:12][CH:13]=1. (2) Given the reactants C([O:9][C@@H:10]1[C@:14]([C:16]#[CH:17])([OH:15])[C@H:13]([O:18][C:19](=[O:26])[C:20]2[CH:25]=[CH:24][CH:23]=[CH:22][CH:21]=2)[C@@H:12]([CH2:27][O:28][C:29](=[O:36])[C:30]2[CH:35]=[CH:34][CH:33]=[CH:32][CH:31]=2)[O:11]1)(=O)C1C=CC=CC=1.C([O-])([O-])=O.[K+].[K+], predict the reaction product. The product is: [C:19]([O:18][C@@H:13]1[C@@H:12]([CH2:27][O:28][C:29](=[O:36])[C:30]2[CH:35]=[CH:34][CH:33]=[CH:32][CH:31]=2)[O:11][C@@H:10]([OH:9])[C@:14]1([C:16]#[CH:17])[OH:15])(=[O:26])[C:20]1[CH:25]=[CH:24][CH:23]=[CH:22][CH:21]=1. (3) Given the reactants [O:1]1CCO[CH:2]1[C:6]1[S:7][C:8]([CH:11]([OH:16])[C:12]([CH3:15])([OH:14])[CH3:13])=[CH:9][N:10]=1.Cl.O.C(=O)([O-])O.[Na+], predict the reaction product. The product is: [OH:16][CH:11]([C:8]1[S:7][C:6]([CH:2]=[O:1])=[N:10][CH:9]=1)[C:12]([OH:14])([CH3:15])[CH3:13]. (4) The product is: [CH3:45][O:3][C:2]([C:5]1[CH:10]=[C:9]([CH2:11][O:12][C:13]([C:15]2[N:16]([CH2:33][C:34]3[CH:39]=[CH:38][CH:37]=[CH:36][CH:35]=3)[C:17](=[O:32])[C:18]3[C:23]([C:24]=2[C:25]2[CH:30]=[CH:29][CH:28]=[CH:27][CH:26]=2)=[CH:22][C:21]([Br:31])=[CH:20][CH:19]=3)=[O:14])[CH:8]=[CH:7][N:6]=1)=[O:4]. Given the reactants Cl.[C:2]([C:5]1[CH:10]=[C:9]([CH2:11][O:12][C:13]([C:15]2[N:16]([CH2:33][C:34]3[CH:39]=[CH:38][CH:37]=[CH:36][CH:35]=3)[C:17](=[O:32])[C:18]3[C:23]([C:24]=2[C:25]2[CH:30]=[CH:29][CH:28]=[CH:27][CH:26]=2)=[CH:22][C:21]([Br:31])=[CH:20][CH:19]=3)=[O:14])[CH:8]=[CH:7][N:6]=1)([OH:4])=[O:3].S(=O)(=O)(O)O.[CH3:45]O, predict the reaction product. (5) Given the reactants [CH3:1][O:2][C:3]([C@H:5]1[CH2:8][C@@H:7]([N:9]2[C:13]3[N:14]=[CH:15][N:16]=[C:17]([NH2:18])[C:12]=3[C:11]([C:19]3[CH:24]=[CH:23][CH:22]=[C:21]([O:25][CH2:26][C:27]4[CH:32]=[CH:31][CH:30]=[CH:29][CH:28]=4)[CH:20]=3)=[C:10]2Br)[CH2:6]1)=[O:4].[CH3:34][Sn](C)(C)C, predict the reaction product. The product is: [CH3:1][O:2][C:3]([C@H:5]1[CH2:8][C@@H:7]([N:9]2[C:13]3[N:14]=[CH:15][N:16]=[C:17]([NH2:18])[C:12]=3[C:11]([C:19]3[CH:24]=[CH:23][CH:22]=[C:21]([O:25][CH2:26][C:27]4[CH:32]=[CH:31][CH:30]=[CH:29][CH:28]=4)[CH:20]=3)=[C:10]2[CH3:34])[CH2:6]1)=[O:4]. (6) Given the reactants C([N:8]1[CH2:13][CH2:12][O:11][CH:10]([C:14]2[CH:19]=[CH:18][CH:17]=[CH:16][C:15]=2[O:20][CH:21]([CH3:23])[CH3:22])[CH2:9]1)C1C=CC=CC=1.C([O-])=O.[NH4+], predict the reaction product. The product is: [CH:21]([O:20][C:15]1[CH:16]=[CH:17][CH:18]=[CH:19][C:14]=1[CH:10]1[O:11][CH2:12][CH2:13][NH:8][CH2:9]1)([CH3:23])[CH3:22]. (7) Given the reactants [CH:1]([C:3]1[C:4]([O:14][CH2:15][C:16]2[CH:39]=[CH:38][C:19]([O:20][CH2:21][C:22]3[N:23]=[C:24]([C:28]4[O:32][C:31]([C:33]([O:35][CH2:36][CH3:37])=[O:34])=[CH:30][CH:29]=4)[O:25][C:26]=3[CH3:27])=[C:18]([O:40][CH3:41])[CH:17]=2)=[N:5][N:6]([C:8]2[CH:13]=[CH:12][CH:11]=[CH:10][CH:9]=2)[CH:7]=1)=O.[CH2:42]([P:51](=[O:58])([O:55][CH2:56][CH3:57])[O:52][CH2:53][CH3:54])P(=O)(OCC)OCC.CN(C)C=O.[H-].[Na+], predict the reaction product. The product is: [CH2:56]([O:55][P:51](/[CH:42]=[CH:1]/[C:3]1[C:4]([O:14][CH2:15][C:16]2[CH:39]=[CH:38][C:19]([O:20][CH2:21][C:22]3[N:23]=[C:24]([C:28]4[O:32][C:31]([C:33]([O:35][CH2:36][CH3:37])=[O:34])=[CH:30][CH:29]=4)[O:25][C:26]=3[CH3:27])=[C:18]([O:40][CH3:41])[CH:17]=2)=[N:5][N:6]([C:8]2[CH:9]=[CH:10][CH:11]=[CH:12][CH:13]=2)[CH:7]=1)([O:52][CH2:53][CH3:54])=[O:58])[CH3:57]. (8) Given the reactants [Cl:1][C:2]1[CH:7]=[CH:6][C:5]([C:8]([F:15])([F:14])[C:9](OCC)=[O:10])=[CH:4][CH:3]=1.[BH4-].[Na+], predict the reaction product. The product is: [Cl:1][C:2]1[CH:3]=[CH:4][C:5]([C:8]([F:14])([F:15])[CH2:9][OH:10])=[CH:6][CH:7]=1. (9) Given the reactants Br[C:2]1[CH:3]=[C:4]([CH:8]2[N:12]([C:13]3[CH:18]=[CH:17][CH:16]=[CH:15][C:14]=3[Cl:19])[N:11]=[C:10]([C:20]([C:26]([F:29])([F:28])[F:27])([C:22]([F:25])([F:24])[F:23])[OH:21])[CH2:9]2)[CH:5]=[CH:6][CH:7]=1.C([CH:34]1[CH:39]=[C:38](B2OC(C)(C)C(C)(C)O2)[CH2:37][CH2:36][N:35]1[C:49]([OH:51])=[O:50])(C)(C)C.C(=O)([O-])[O-].[K+].[K+], predict the reaction product. The product is: [Cl:19][C:14]1[CH:15]=[CH:16][CH:17]=[CH:18][C:13]=1[N:12]1[CH:8]([C:4]2[CH:5]=[CH:6][CH:7]=[C:2]([C:38]3[CH2:37][CH2:36][N:35]([C:49]([O:51][C:4]([CH3:8])([CH3:5])[CH3:3])=[O:50])[CH2:34][CH:39]=3)[CH:3]=2)[CH2:9][C:10]([C:20]([C:22]([F:23])([F:24])[F:25])([C:26]([F:29])([F:27])[F:28])[OH:21])=[N:11]1. (10) Given the reactants C([O:3][C:4]([C:6]1[S:7][C:8]2[CH2:9][CH2:10][O:11][C:12]3[CH:19]=[C:18]([Br:20])[CH:17]=[CH:16][C:13]=3[C:14]=2[N:15]=1)=[O:5])C.CO.O.[OH-].[Na+], predict the reaction product. The product is: [Br:20][C:18]1[CH:17]=[CH:16][C:13]2[C:14]3[N:15]=[C:6]([C:4]([OH:5])=[O:3])[S:7][C:8]=3[CH2:9][CH2:10][O:11][C:12]=2[CH:19]=1.